From a dataset of Full USPTO retrosynthesis dataset with 1.9M reactions from patents (1976-2016). Predict the reactants needed to synthesize the given product. Given the product [CH:19]1[C:18]2[C:12]([CH:13]=[CH:14][CH:15]=[CH:16][CH:17]=2)=[CH:11][C:10]=1[CH2:9][C:8]1[CH:24]=[C:25]([C@@H:27]2[O:28][C@H:29]([CH2:36][OH:37])[C@@H:30]([OH:35])[C@H:31]([OH:34])[C@H:32]2[OH:33])[CH:26]=[C:6]([CH2:5][O:2][CH3:1])[CH:7]=1, predict the reactants needed to synthesize it. The reactants are: [CH3:1][O-:2].[Na+].Cl[CH2:5][C:6]1[CH:7]=[C:8]([CH:24]=[C:25]([C@H:27]2[C@H:32]([OH:33])[C@@H:31]([OH:34])[C@H:30]([OH:35])[C@@H:29]([CH2:36][OH:37])[O:28]2)[CH:26]=1)[CH2:9][C:10]1[CH:19]=[C:18]2[C:12](=[CH:13][CH:14]=[CH:15][CH:16]=[CH:17]2)[C:11]=1C(OC)=O.[OH-].[Na+].Cl.